From a dataset of NCI-60 drug combinations with 297,098 pairs across 59 cell lines. Regression. Given two drug SMILES strings and cell line genomic features, predict the synergy score measuring deviation from expected non-interaction effect. (1) Drug 1: CC1=CC2C(CCC3(C2CCC3(C(=O)C)OC(=O)C)C)C4(C1=CC(=O)CC4)C. Drug 2: CC12CCC3C(C1CCC2O)C(CC4=C3C=CC(=C4)O)CCCCCCCCCS(=O)CCCC(C(F)(F)F)(F)F. Cell line: SK-MEL-2. Synergy scores: CSS=3.49, Synergy_ZIP=7.08, Synergy_Bliss=6.23, Synergy_Loewe=1.60, Synergy_HSA=3.69. (2) Drug 1: COC1=C(C=C2C(=C1)N=CN=C2NC3=CC(=C(C=C3)F)Cl)OCCCN4CCOCC4. Drug 2: CC1=C2C(C(=O)C3(C(CC4C(C3C(C(C2(C)C)(CC1OC(=O)C(C(C5=CC=CC=C5)NC(=O)C6=CC=CC=C6)O)O)OC(=O)C7=CC=CC=C7)(CO4)OC(=O)C)O)C)OC(=O)C. Cell line: UACC62. Synergy scores: CSS=55.1, Synergy_ZIP=-5.86, Synergy_Bliss=-1.01, Synergy_Loewe=0.683, Synergy_HSA=3.06.